From a dataset of Full USPTO retrosynthesis dataset with 1.9M reactions from patents (1976-2016). Predict the reactants needed to synthesize the given product. (1) Given the product [CH:68]12[CH2:31][CH:22]3[CH2:29][CH:28]([CH2:30][CH:67]([CH2:23]3)[CH:66]1[NH:62][C:63]([CH2:18][C:14]1([NH:13][S:10]([C:5]3[CH:6]=[CH:7][CH:8]=[CH:9][C:4]=3[N+:1]([O-:3])=[O:2])(=[O:11])=[O:12])[CH2:15][CH2:16][CH2:17]1)=[O:49])[CH2:27]2, predict the reactants needed to synthesize it. The reactants are: [N+:1]([C:4]1[CH:9]=[CH:8][CH:7]=[CH:6][C:5]=1[S:10]([NH:13][C:14]1([C:18](O)=O)[CH2:17][CH2:16][CH2:15]1)(=[O:12])=[O:11])([O-:3])=[O:2].Cl.[CH:22]12[CH2:31]C3[CH2:27][CH:28]([CH2:30]C(C3)[CH:23]1N)[CH2:29]2.F[P-](F)(F)(F)(F)F.N1([O:49][P+](N(C)C)(N(C)C)N(C)C)C2C=CC=CC=2N=N1.CC[N:62]([CH:66]([CH3:68])[CH3:67])[CH:63](C)C. (2) Given the product [CH3:15][C:12]1[CH:13]=[CH:14][C:9]([C:8]([NH:7][CH:2]([N:19]=[C:18]=[S:17])[C:3]([F:6])([F:5])[F:4])=[O:16])=[CH:10][CH:11]=1, predict the reactants needed to synthesize it. The reactants are: Cl[CH:2]([NH:7][C:8](=[O:16])[C:9]1[CH:14]=[CH:13][C:12]([CH3:15])=[CH:11][CH:10]=1)[C:3]([F:6])([F:5])[F:4].[S-:17][C:18]#[N:19].[K+]. (3) Given the product [OH:1][C:2]1[CH:3]=[CH:4][CH:5]=[C:6]2[C:11]=1[N:10]=[C:9]([CH:12]=[O:13])[N:8]=[CH:7]2, predict the reactants needed to synthesize it. The reactants are: [OH:1][C:2]1[CH:3]=[CH:4][CH:5]=[C:6]2[C:11]=1[N:10]=[C:9]([CH3:12])[N:8]=[CH:7]2.[O:13]1CCOCC1. (4) Given the product [CH2:6]([O:5][P:4]([CH2:9][CH2:10][CH2:17][OH:18])(=[O:8])[O:3][CH2:1][CH3:2])[CH3:7], predict the reactants needed to synthesize it. The reactants are: [CH2:1]([O:3][P:4]([CH2:9][CH2:10]OCC)(=[O:8])[O:5][CH2:6][CH3:7])[CH3:2].[BH4-].[Li+].C[CH2:17][O:18]CC. (5) Given the product [Br:11][C:26]1[CH:25]=[CH:24][C:18]2[NH:19][CH2:20][CH2:21][C:22](=[O:23])[N:15]([CH:12]3[CH2:14][CH2:13]3)[CH2:16][C:17]=2[CH:27]=1, predict the reactants needed to synthesize it. The reactants are: B1([O-])OO1.O.O.O.O.[Na+].[K+].[Br-:11].[CH:12]1([N:15]2[C:22](=[O:23])[CH2:21][CH2:20][NH:19][C:18]3[CH:24]=[CH:25][CH:26]=[CH:27][C:17]=3[CH2:16]2)[CH2:14][CH2:13]1. (6) Given the product [N:11]1[C:16]2[C:15](=[CH:15][CH:14]=[CH:13][C:12]=2[NH:11][S:7]([C:2]2[CH:3]=[N:4][CH:5]=[CH:6][N:1]=2)(=[O:9])=[O:8])[CH:14]=[CH:13][CH:12]=1, predict the reactants needed to synthesize it. The reactants are: [N:1]1[CH:6]=[CH:5][N:4]=[CH:3][C:2]=1[S:7](Cl)(=[O:9])=[O:8].[N:11]1[CH:16]=[CH:15][CH:14]=[CH:13][CH:12]=1. (7) Given the product [CH2:1]([NH:8][C:9](=[O:18])[NH:10][CH2:11][C:12]1([C:15]([NH:19][C@@H:20]([CH2:43][C:44]2[CH:49]=[CH:48][C:47]([O:50][C:51]([CH3:53])([CH3:52])[CH3:54])=[CH:46][CH:45]=2)[C:21]([N:23]([CH2:35][CH:36]([O:37][CH2:38][CH3:39])[O:40][CH2:41][CH3:42])[CH2:24][C:25]2[C:34]3[C:29](=[CH:30][CH:31]=[CH:32][CH:33]=3)[N:28]=[CH:27][CH:26]=2)=[O:22])=[O:17])[CH2:13][CH2:14]1)[C:2]1[CH:3]=[CH:4][CH:5]=[CH:6][CH:7]=1, predict the reactants needed to synthesize it. The reactants are: [CH2:1]([NH:8][C:9](=[O:18])[NH:10][CH2:11][C:12]1([C:15]([OH:17])=O)[CH2:14][CH2:13]1)[C:2]1[CH:7]=[CH:6][CH:5]=[CH:4][CH:3]=1.[NH2:19][C@@H:20]([CH2:43][C:44]1[CH:49]=[CH:48][C:47]([O:50][C:51]([CH3:54])([CH3:53])[CH3:52])=[CH:46][CH:45]=1)[C:21]([N:23]([CH2:35][CH:36]([O:40][CH2:41][CH3:42])[O:37][CH2:38][CH3:39])[CH2:24][C:25]1[C:34]2[C:29](=[CH:30][CH:31]=[CH:32][CH:33]=2)[N:28]=[CH:27][CH:26]=1)=[O:22]. (8) Given the product [Br:1][C:2]1[CH:7]=[CH:6][C:5]([Br:8])=[CH:4][C:3]=1[S:9]([NH:12][C@@H:13]1[CH2:14][C@H:15]([CH2:25][O:26][CH3:27])[N:16]([C:18]#[N:31])[CH2:17]1)(=[O:11])=[O:10], predict the reactants needed to synthesize it. The reactants are: [Br:1][C:2]1[CH:7]=[CH:6][C:5]([Br:8])=[CH:4][C:3]=1[S:9]([NH:12][C@H:13]1[CH2:17][N:16]([C:18](OC(C)(C)C)=O)[C@@H:15]([CH2:25][O:26][CH3:27])[CH2:14]1)(=[O:11])=[O:10].Cl.CC[N:31](C(C)C)C(C)C.BrC#N.C(O)C(N)(CO)CO. (9) Given the product [Br:10][C:11]1[CH:16]=[CH:15][C:14]([NH:17][C:18]2[O:9][C:3]3[C:4]([CH3:8])=[CH:5][CH:6]=[CH:7][C:2]=3[N:1]=2)=[CH:13][CH:12]=1, predict the reactants needed to synthesize it. The reactants are: [NH2:1][C:2]1[CH:7]=[CH:6][CH:5]=[C:4]([CH3:8])[C:3]=1[OH:9].[Br:10][C:11]1[CH:16]=[CH:15][C:14]([N:17]=[C:18]=S)=[CH:13][CH:12]=1.O[Li].O.OO.